From a dataset of Forward reaction prediction with 1.9M reactions from USPTO patents (1976-2016). Predict the product of the given reaction. (1) Given the reactants Br[CH2:2][C:3]1[CH:4]=[C:5]([C:8]([O:10][C:11]([CH3:14])([CH3:13])[CH3:12])=[O:9])[S:6][CH:7]=1.Cl.[NH2:16][C@H:17]([C:19]([O:21][C:22]([CH3:25])([CH3:24])[CH3:23])=[O:20])[CH3:18].C(N(CC)CC)C.O, predict the reaction product. The product is: [C:22]([O:21][C:19](=[O:20])[C@@H:17]([NH:16][CH2:2][C:3]1[CH:4]=[C:5]([C:8]([O:10][C:11]([CH3:14])([CH3:13])[CH3:12])=[O:9])[S:6][CH:7]=1)[CH3:18])([CH3:25])([CH3:24])[CH3:23]. (2) Given the reactants C[O:2][C:3]1[CH:11]=[C:10]2[C:6]([CH:7]=[N:8][C:9]2([CH3:13])[CH3:12])=[CH:5][CH:4]=1.Br.C(OCC)(=O)C, predict the reaction product. The product is: [CH3:12][C:9]1([CH3:13])[C:10]2[C:6](=[CH:5][CH:4]=[C:3]([OH:2])[CH:11]=2)[CH:7]=[N:8]1. (3) The product is: [CH2:10]([O:12][C:13]([C:15]1[N:16]=[C:17]([Br:32])[N:18]([CH:29]([CH3:30])[CH3:31])[C:19]=1[N:39]([C:37]1[CH:36]=[CH:35][C:34]([Cl:33])=[CH:40][CH:38]=1)[C:38]1[CH:40]=[C:34]([Cl:33])[CH:35]=[CH:36][C:37]=1[CH3:41])=[O:14])[CH3:11]. Given the reactants O(S(C)(=O)=O)S(C)(=O)=O.[CH2:10]([O:12][C:13]([C:15]1[N:16]=[C:17]([Br:32])[N:18]([CH:29]([CH3:31])[CH3:30])[C:19]=1C(C1C=CC(Cl)=CC=1)O)=[O:14])[CH3:11].[Cl:33][C:34]1[CH:35]=[CH:36][C:37]([CH3:41])=[C:38]([CH:40]=1)[NH2:39], predict the reaction product. (4) The product is: [Cl:8][C:6]1[N:5]=[CH:4][N:3]=[C:2]([NH:9][C:10]2[CH:11]=[CH:12][C:13]([C:16]([OH:19])([CH3:17])[CH3:18])=[N:14][CH:15]=2)[N:7]=1. Given the reactants Cl[C:2]1[N:7]=[C:6]([Cl:8])[N:5]=[CH:4][N:3]=1.[NH2:9][C:10]1[CH:11]=[CH:12][C:13]([C:16]([OH:19])([CH3:18])[CH3:17])=[N:14][CH:15]=1, predict the reaction product. (5) Given the reactants [C:1]([C:4]1[CH:9]([C:10]2[CH:15]=[CH:14][C:13]([F:16])=[C:12]([F:17])[CH:11]=2)[N:8]([CH2:18][O:19][CH3:20])[C:7]([CH3:21])=[N:6][C:5]=1[CH3:22])([OH:3])=O.Cl.CN(C)CCCN=C=NCC.[CH3:35][O:36][C:37]([C:39]1([C:49]2[CH:54]=[CH:53][CH:52]=[CH:51][CH:50]=2)[CH2:44][CH2:43][N:42]([CH2:45][CH2:46][CH2:47][NH2:48])[CH2:41][CH2:40]1)=[O:38], predict the reaction product. The product is: [F:17][C:12]1[CH:11]=[C:10]([CH:9]2[N:8]([CH2:18][O:19][CH3:20])[C:7]([CH3:21])=[N:6][C:5]([CH3:22])=[C:4]2[C:1]([NH:48][CH2:47][CH2:46][CH2:45][N:42]2[CH2:41][CH2:40][C:39]([C:37]([O:36][CH3:35])=[O:38])([C:49]3[CH:54]=[CH:53][CH:52]=[CH:51][CH:50]=3)[CH2:44][CH2:43]2)=[O:3])[CH:15]=[CH:14][C:13]=1[F:16]. (6) Given the reactants [NH2:1][C:2]1[CH:11]=[C:10]([C:12]2[CH:17]=[CH:16][C:15]([F:18])=[CH:14][CH:13]=2)[C:9]2[C:4](=[CH:5][C:6]([S:19][C:20]3[CH:21]=[C:22]([C:26]4([C:32]#[N:33])[CH2:31][CH2:30][O:29][CH2:28][CH2:27]4)[CH:23]=[CH:24][CH:25]=3)=[CH:7][CH:8]=2)[N:3]=1.CCN(C(C)C)C(C)C.Cl[CH2:44][C:45](Cl)=[O:46], predict the reaction product. The product is: [F:18][C:15]1[CH:16]=[CH:17][C:12]([C:10]2[C:9]3[C:4](=[CH:5][C:6]([S:19][C:20]4[CH:21]=[C:22]([C:26]5([C:32]#[N:33])[CH2:27][CH2:28][O:29][CH2:30][CH2:31]5)[CH:23]=[CH:24][CH:25]=4)=[CH:7][CH:8]=3)[N:3]3[CH2:44][C:45](=[O:46])[N:1]=[C:2]3[CH:11]=2)=[CH:13][CH:14]=1. (7) Given the reactants C([O:5][C:6](=[O:40])[CH:7]([NH:11][S:12]([C:15]1[CH:20]=[CH:19][C:18]([C:21]2[CH:26]=[CH:25][C:24]([O:27][C:28](=[O:39])[NH:29][C:30]3[C:31]4[CH:38]=[CH:37][CH:36]=[CH:35][C:32]=4[S:33][CH:34]=3)=[CH:23][CH:22]=2)=[CH:17][CH:16]=1)(=[O:14])=[O:13])[CH:8]([CH3:10])[CH3:9])(C)(C)C.C(O)(C(F)(F)F)=O, predict the reaction product. The product is: [S:33]1[CH:34]=[C:30]([NH:29][C:28]([O:27][C:24]2[CH:25]=[CH:26][C:21]([C:18]3[CH:17]=[CH:16][C:15]([S:12]([NH:11][CH:7]([CH:8]([CH3:9])[CH3:10])[C:6]([OH:40])=[O:5])(=[O:14])=[O:13])=[CH:20][CH:19]=3)=[CH:22][CH:23]=2)=[O:39])[C:31]2[CH:38]=[CH:37][CH:36]=[CH:35][C:32]1=2. (8) Given the reactants [OH:1][CH2:2][C:3]1[CH:12]=[CH:11][C:6]2[NH:7][C:8](=[O:10])[O:9][C:5]=2[CH:4]=1.N1C=CN=C1.[C:18]([Si:22](Cl)([C:29]1[CH:34]=[CH:33][CH:32]=[CH:31][CH:30]=1)[C:23]1[CH:28]=[CH:27][CH:26]=[CH:25][CH:24]=1)([CH3:21])([CH3:20])[CH3:19].O, predict the reaction product. The product is: [Si:22]([O:1][CH2:2][C:3]1[CH:12]=[CH:11][C:6]2[NH:7][C:8](=[O:10])[O:9][C:5]=2[CH:4]=1)([C:18]([CH3:21])([CH3:20])[CH3:19])([C:29]1[CH:30]=[CH:31][CH:32]=[CH:33][CH:34]=1)[C:23]1[CH:28]=[CH:27][CH:26]=[CH:25][CH:24]=1. (9) Given the reactants [CH:1]1([CH:4](O)[C:5]([O:7][CH3:8])=[O:6])[CH2:3][CH2:2]1.CCN(S(F)(F)[F:16])CC.O, predict the reaction product. The product is: [CH:1]1([CH:4]([F:16])[C:5]([O:7][CH3:8])=[O:6])[CH2:3][CH2:2]1. (10) Given the reactants [N+:1]([C:4]1[CH:5]=[C:6]2[C:10](=[CH:11][CH:12]=1)[NH:9][CH:8]=[C:7]2[CH2:13][C:14]#[N:15])([O-:3])=[O:2].O, predict the reaction product. The product is: [N+:1]([C:4]1[CH:5]=[C:6]2[C:10]([NH:9][CH:8]=[C:7]2[CH2:13][CH2:14][NH2:15])=[CH:11][CH:12]=1)([O-:3])=[O:2].